This data is from HIV replication inhibition screening data with 41,000+ compounds from the AIDS Antiviral Screen. The task is: Binary Classification. Given a drug SMILES string, predict its activity (active/inactive) in a high-throughput screening assay against a specified biological target. (1) The drug is C[N+](C)([O-])Cc1cccc(NC(=O)c2ccc(C(=O)Nc3cccc(C[N+](C)(C)[O-])c3)cc2)c1. The result is 0 (inactive). (2) The compound is O=C(C=C(SSC(=CC(=O)c1ccccc1)c1ccccc1)c1ccccc1)c1ccccc1. The result is 0 (inactive). (3) The compound is CC(C)(C)[Si](C)(C)OCC1OC(n2ccc(=O)[nH]c2=O)C(O[Si](C)(C)C(C)(C)C)C12OC2C(=O)NO. The result is 0 (inactive).